This data is from Peptide-MHC class I binding affinity with 185,985 pairs from IEDB/IMGT. The task is: Regression. Given a peptide amino acid sequence and an MHC pseudo amino acid sequence, predict their binding affinity value. This is MHC class I binding data. (1) The peptide sequence is GLNDYLHSV. The MHC is HLA-A02:01 with pseudo-sequence HLA-A02:01. The binding affinity (normalized) is 0.955. (2) The peptide sequence is LLLENKSLT. The MHC is HLA-A68:02 with pseudo-sequence HLA-A68:02. The binding affinity (normalized) is 0. (3) The peptide sequence is REIGDISYL. The MHC is HLA-B27:05 with pseudo-sequence HLA-B27:05. The binding affinity (normalized) is 0.0847. (4) The peptide sequence is CLMMILPAA. The MHC is HLA-A02:03 with pseudo-sequence HLA-A02:03. The binding affinity (normalized) is 0.995.